Predict the reactants needed to synthesize the given product. From a dataset of Full USPTO retrosynthesis dataset with 1.9M reactions from patents (1976-2016). (1) Given the product [I:14][CH2:10][CH2:9][CH2:8][CH2:7][C:1]1[CH:6]=[CH:5][CH:4]=[CH:3][CH:2]=1, predict the reactants needed to synthesize it. The reactants are: [C:1]1([CH2:7][CH2:8][CH2:9][CH2:10]C(O)=O)[CH:6]=[CH:5][CH:4]=[CH:3][CH:2]=1.[I:14]N1C(C)(C)C(=O)N(C)C1=O. (2) The reactants are: [Cl:1][C:2]1[CH:3]=[C:4]([NH:17][CH2:18][N:19](SC)[C:20]#[N:21])[CH:5]=[CH:6][C:7]=1[N:8]1C=C[C:11](=O)[N:10](C)[C:9]1=[O:16].[NH2:24][NH2:25]. Given the product [NH2:21][C:20]1[NH:25][N:24]=[C:18]([NH:17][C:4]2[CH:5]=[CH:6][C:7]([NH:8][C:9]([NH:10][CH3:11])=[O:16])=[C:2]([Cl:1])[CH:3]=2)[N:19]=1, predict the reactants needed to synthesize it. (3) Given the product [Br:1][C:2]1[CH:3]=[C:4]2[C:9](=[CH:10][CH:11]=1)[N:8]=[CH:7][N:6]([CH2:14][CH2:15][OH:16])[C:5]2=[O:12], predict the reactants needed to synthesize it. The reactants are: [Br:1][C:2]1[CH:3]=[C:4]2[C:9](=[CH:10][CH:11]=1)[N:8]=[CH:7][NH:6][C:5]2=[O:12].Br[CH2:14][CH2:15][OH:16].C(=O)([O-])[O-].[K+].[K+]. (4) Given the product [CH3:1][N:2]1[CH2:7][CH2:6][N:5]([C:8]([O:10][C@@H:11]2[N:20]([C:21]3[CH:22]=[CH:23][C:24]([Cl:27])=[CH:25][N:26]=3)[C:18](=[O:19])[C:13]3[N:14]=[CH:15][CH:16]=[N:17][C:12]2=3)=[O:9])[CH2:4][CH2:3]1.[S:34]([C:28]1[CH:33]=[CH:32][CH:31]=[CH:30][CH:29]=1)([O-:37])(=[O:36])=[O:35], predict the reactants needed to synthesize it. The reactants are: [CH3:1][N:2]1[CH2:7][CH2:6][N:5]([C:8]([O:10][C@@H:11]2[N:20]([C:21]3[CH:22]=[CH:23][C:24]([Cl:27])=[CH:25][N:26]=3)[C:18](=[O:19])[C:13]3[N:14]=[CH:15][CH:16]=[N:17][C:12]2=3)=[O:9])[CH2:4][CH2:3]1.[C:28]1([S:34]([OH:37])(=[O:36])=[O:35])[CH:33]=[CH:32][CH:31]=[CH:30][CH:29]=1. (5) Given the product [CH3:1][O:2][C:3]1[CH:8]=[CH:7][C:6]([O:9][CH3:10])=[CH:5][C:4]=1[CH2:11][C:12]1[NH:22][C:16]2[CH:17]=[CH:18][CH:19]=[CH:20][C:15]=2[N:14]=1, predict the reactants needed to synthesize it. The reactants are: [CH3:1][O:2][C:3]1[CH:8]=[CH:7][C:6]([O:9][CH3:10])=[CH:5][C:4]=1[CH2:11][C:12]([NH:14][C:15]1[CH:20]=[CH:19][CH:18]=[CH:17][C:16]=1I)=O.[NH:22]1CCC[C@H]1C(O)=O.[OH-].[Na+].N. (6) Given the product [O:27]1[C:23]2[CH:22]=[CH:21][C:20]([C:18](=[O:19])[CH2:17][CH2:16][C:15]([NH:14][C:4]3[CH:3]=[C:2]([C:66]4[CH:67]=[CH:68][C:63]([CH2:62][OH:61])=[CH:64][CH:65]=4)[CH:7]=[C:6]([C:8]4[CH:13]=[CH:12][CH:11]=[CH:10][CH:9]=4)[N:5]=3)=[O:29])=[CH:28][C:24]=2[CH2:25][CH2:26]1, predict the reactants needed to synthesize it. The reactants are: Cl[C:2]1[CH:7]=[C:6]([C:8]2[CH:13]=[CH:12][CH:11]=[CH:10][CH:9]=2)[N:5]=[C:4]([NH:14][C:15](=[O:29])[CH2:16][CH2:17][C:18]([C:20]2[CH:21]=[CH:22][C:23]3[O:27][CH2:26][CH2:25][C:24]=3[CH:28]=2)=[O:19])[CH:3]=1.C1(C2C=CC=CC=2)C=CC=CC=1P(C1CCCCC1)C1CCCCC1.C(=O)([O-])[O-].[K+].[K+].[OH:61][CH2:62][C:63]1[CH:68]=[CH:67][C:66](B(O)O)=[CH:65][CH:64]=1. (7) Given the product [C:21]([O:20][P:18]([O:25][CH2:2][C:3]1[CH:12]=[CH:11][C:6]([C:7]([O:9][CH3:10])=[O:8])=[CH:5][CH:4]=1)([O:17][C:13]([CH3:16])([CH3:15])[CH3:14])=[O:19])([CH3:24])([CH3:23])[CH3:22], predict the reactants needed to synthesize it. The reactants are: I[CH2:2][C:3]1[CH:12]=[CH:11][C:6]([C:7]([O:9][CH3:10])=[O:8])=[CH:5][CH:4]=1.[C:13]([O:17][P:18]([O-:25])([O:20][C:21]([CH3:24])([CH3:23])[CH3:22])=[O:19])([CH3:16])([CH3:15])[CH3:14].C([N+](CCCC)(CCCC)CCCC)CCC.